Dataset: Full USPTO retrosynthesis dataset with 1.9M reactions from patents (1976-2016). Task: Predict the reactants needed to synthesize the given product. Given the product [Cl:14][C:9]1[CH:10]=[CH:11][CH:12]=[CH:13][C:8]=1[C:6](=[O:7])[CH2:5][CH2:4][CH2:3][CH2:2][N:15]1[CH2:20][CH2:19][CH:18]([C:21]2[CH:22]=[C:23]([NH:27][C:28]([CH:30]3[CH2:31][CH2:32]3)=[O:29])[CH:24]=[CH:25][CH:26]=2)[CH2:17][CH2:16]1, predict the reactants needed to synthesize it. The reactants are: Cl[CH2:2][CH2:3][CH2:4][CH2:5][C:6]([C:8]1[CH:13]=[CH:12][CH:11]=[CH:10][C:9]=1[Cl:14])=[O:7].[NH:15]1[CH2:20][CH2:19][CH:18]([C:21]2[CH:22]=[C:23]([NH:27][C:28]([CH:30]3[CH2:32][CH2:31]3)=[O:29])[CH:24]=[CH:25][CH:26]=2)[CH2:17][CH2:16]1.